This data is from Catalyst prediction with 721,799 reactions and 888 catalyst types from USPTO. The task is: Predict which catalyst facilitates the given reaction. (1) Reactant: [CH3:1][C@H:2]1[CH2:7][N:6]([CH2:8][C:9]2[CH:10]=[N:11][C:12]([NH:15][CH3:16])=[CH:13][CH:14]=2)[CH2:5][CH2:4][N:3]1[C:17]([O:19][C:20]([CH3:23])([CH3:22])[CH3:21])=[O:18].C(N(CC)CC)C.[Cl:31][C:32]1[N:37]=[CH:36][C:35]([C:38](Cl)=[O:39])=[CH:34][CH:33]=1. Product: [Cl:31][C:32]1[N:37]=[CH:36][C:35]([C:38]([N:15]([CH3:16])[C:12]2[N:11]=[CH:10][C:9]([CH2:8][N:6]3[CH2:5][CH2:4][N:3]([C:17]([O:19][C:20]([CH3:22])([CH3:21])[CH3:23])=[O:18])[C@@H:2]([CH3:1])[CH2:7]3)=[CH:14][CH:13]=2)=[O:39])=[CH:34][CH:33]=1. The catalyst class is: 34. (2) Reactant: C([O-])([O-])=O.[Cs+].[Cs+].[OH:7][C:8]1[CH:9]=[C:10]2[C:15](=[CH:16][CH:17]=1)[C:14]([C:18]([OH:20])=[O:19])=[CH:13][CH:12]=[CH:11]2.[CH3:21][NH:22][C:23](=[O:31])[C:24]1[CH:29]=[C:28](Cl)[CH:27]=[CH:26][N:25]=1. Product: [CH3:21][NH:22][C:23]([C:24]1[CH:29]=[C:28]([O:7][C:8]2[CH:9]=[C:10]3[C:15](=[CH:16][CH:17]=2)[C:14]([C:18]([OH:20])=[O:19])=[CH:13][CH:12]=[CH:11]3)[CH:27]=[CH:26][N:25]=1)=[O:31]. The catalyst class is: 16. (3) Reactant: [O:1]1[CH2:6][CH2:5][N:4]([C:7]2[CH:30]=[CH:29][C:10]3[C:11]([CH2:14][CH2:15][CH:16]4[CH2:21][CH2:20][N:19]([C:22]([O:24][C:25]([CH3:28])([CH3:27])[CH3:26])=[O:23])[CH2:18][CH2:17]4)=[N:12][O:13][C:9]=3[C:8]=2/[CH:31]=C/C)[CH2:3][CH2:2]1.O1C[CH2:38][N:37](C2C=CC3C(CCC4CCN(C(OC(C)(C)C)=O)CC4)=NOC=3C=2/C=C\C)[CH2:36]C1.N1C(C)=CC=CC=1C.I([O-])(=O)(=O)=O.[Na+]. Product: [CH3:36][N:37]([CH2:31][C:8]1[C:9]2[O:13][N:12]=[C:11]([CH2:14][CH2:15][CH:16]3[CH2:17][CH2:18][N:19]([C:22]([O:24][C:25]([CH3:27])([CH3:26])[CH3:28])=[O:23])[CH2:20][CH2:21]3)[C:10]=2[CH:29]=[CH:30][C:7]=1[N:4]1[CH2:3][CH2:2][O:1][CH2:6][CH2:5]1)[CH3:38]. The catalyst class is: 785. (4) Reactant: C[O:2][C:3](=[O:40])[CH2:4][O:5][C:6]1[CH:39]=[CH:38][C:9]2[O:10][CH2:11][C:12]3[N:37]=[CH:36][CH:35]=[CH:34][C:13]=3[C:14](=[CH:15][CH2:16][CH2:17][N:18]3[CH2:23][CH2:22][C:21]([C:25]4[CH:30]=[CH:29][C:28]([Cl:31])=[CH:27][CH:26]=4)([OH:24])[C:20]([CH3:33])([CH3:32])[CH2:19]3)[C:8]=2[CH:7]=1.[OH-].[Na+]. Product: [Cl:31][C:28]1[CH:29]=[CH:30][C:25]([C:21]2([OH:24])[CH2:22][CH2:23][N:18]([CH2:17][CH2:16][CH:15]=[C:14]3[C:13]4[CH:34]=[CH:35][CH:36]=[N:37][C:12]=4[CH2:11][O:10][C:9]4[CH:38]=[CH:39][C:6]([O:5][CH2:4][C:3]([OH:40])=[O:2])=[CH:7][C:8]3=4)[CH2:19][C:20]2([CH3:32])[CH3:33])=[CH:26][CH:27]=1. The catalyst class is: 24. (5) Reactant: Cl.C(OC([NH:9][CH:10]1[CH2:15][CH2:14][N:13]([CH2:16][C:17]([O:19][CH2:20][CH2:21][CH2:22][CH3:23])=[O:18])[CH2:12][CH2:11]1)=O)(C)(C)C. Product: [NH2:9][CH:10]1[CH2:11][CH2:12][N:13]([CH2:16][C:17]([O:19][CH2:20][CH2:21][CH2:22][CH3:23])=[O:18])[CH2:14][CH2:15]1. The catalyst class is: 32. (6) Reactant: [CH3:1][O:2][C:3]1[CH:9]=[C:8]([CH:10]2[CH2:15][CH2:14][N:13]([CH3:16])[CH2:12][CH2:11]2)[C:7]([N+:17]([O-:19])=[O:18])=[CH:6][C:4]=1[NH2:5].CC1C=[CH:23][C:24]([S:27](O)(=[O:29])=[O:28])=[CH:25]C=1.NC1C=C(N[C:43]2[N:48]=[C:47]([NH:49][C:50]3[CH:59]=[CH:58][CH:57]=[CH:56][C:51]=3C(NC)=O)[C:46]([Cl:60])=[CH:45][N:44]=2)C2CCCCC=2C=1. Product: [Cl:60][C:46]1[C:47]([NH:49][C:50]2[CH:59]=[CH:58][CH:57]=[CH:56][C:51]=2[S:27]([CH:24]([CH3:25])[CH3:23])(=[O:29])=[O:28])=[N:48][C:43]([NH:5][C:4]2[CH:6]=[C:7]([N+:17]([O-:19])=[O:18])[C:8]([CH:10]3[CH2:11][CH2:12][N:13]([CH3:16])[CH2:14][CH2:15]3)=[CH:9][C:3]=2[O:2][CH3:1])=[N:44][CH:45]=1. The catalyst class is: 41. (7) Reactant: [CH3:1][O:2][C:3](=[O:15])/[C:4](/O)=[CH:5]/[C:6](=O)[C:7]1[CH:12]=[CH:11][N:10]=[CH:9][CH:8]=1.[F:16][C:17]1[CH:18]=[C:19]([NH:23][NH2:24])[CH:20]=[CH:21][CH:22]=1. Product: [CH3:1][O:2][C:3]([C:4]1[CH:5]=[C:6]([C:7]2[CH:12]=[CH:11][N:10]=[CH:9][CH:8]=2)[N:23]([C:19]2[CH:20]=[CH:21][CH:22]=[C:17]([F:16])[CH:18]=2)[N:24]=1)=[O:15]. The catalyst class is: 15.